From a dataset of Forward reaction prediction with 1.9M reactions from USPTO patents (1976-2016). Predict the product of the given reaction. (1) Given the reactants Cl[C:2]1[N:7]=[C:6]([N:8]2[C:12]3[CH:13]=[CH:14][CH:15]=[CH:16][C:11]=3[N:10]=[C:9]2[O:17][C:18]2[CH:23]=[CH:22][CH:21]=[C:20]([O:24][CH3:25])[CH:19]=2)[CH:5]=[C:4]([CH3:26])[N:3]=1.[OH-].[NH4+:28], predict the reaction product. The product is: [CH3:25][O:24][C:20]1[CH:19]=[C:18]([CH:23]=[CH:22][CH:21]=1)[O:17][C:9]1[N:8]([C:6]2[CH:5]=[C:4]([CH3:26])[N:3]=[C:2]([NH2:28])[N:7]=2)[C:12]2[CH:13]=[CH:14][CH:15]=[CH:16][C:11]=2[N:10]=1. (2) The product is: [CH3:21][O:1][C:2]1[C:3]([C:12](=[O:18])[CH2:13][CH2:14][C:15]([OH:17])=[O:16])=[CH:4][C:5]2[CH2:6][CH2:7][CH2:8][CH2:9][C:10]=2[CH:11]=1. Given the reactants [OH:1][C:2]1[C:3]([C:12](=[O:18])[CH2:13][CH2:14][C:15]([OH:17])=[O:16])=[CH:4][C:5]2[CH2:6][CH2:7][CH2:8][CH2:9][C:10]=2[CH:11]=1.[H-].[Na+].[CH3:21]I.O, predict the reaction product.